Dataset: Forward reaction prediction with 1.9M reactions from USPTO patents (1976-2016). Task: Predict the product of the given reaction. (1) Given the reactants Cl.[NH2:2][CH:3]1[CH:10]2[CH2:11][CH:6]3[CH2:7][CH:8]([CH2:12][CH:4]1[CH2:5]3)[CH2:9]2.C1N=CN([C:18]([N:20]2[CH:24]=N[CH:22]=[CH:21]2)=[O:19])C=1.CCN(C(C)C)C(C)C.N1CC[C:37]2([C:47]3[C:42](=[CH:43][CH:44]=[CH:45][CH:46]=3)[CH:41]([CH2:48][C:49]([OH:51])=[O:50])[CH2:40]2)[CH2:36]C1, predict the reaction product. The product is: [CH:10]12[CH2:11][CH:6]3[CH2:7][CH:8]([CH2:12][CH:4]([CH2:5]3)[CH:3]1[NH:2][C:18]([N:20]1[CH2:21][CH2:22][C:37]3([C:47]4[C:42](=[CH:43][CH:44]=[CH:45][CH:46]=4)[CH:41]([CH2:48][C:49]([OH:51])=[O:50])[CH2:40]3)[CH2:36][CH2:24]1)=[O:19])[CH2:9]2. (2) Given the reactants C(OC([N:8]1[CH2:12][CH2:11][CH:10]([C:13]2[CH:18]=[CH:17][C:16]([NH:19][C:20]([O:22][CH:23]3[CH2:28][CH2:27][C:26]([F:30])([F:29])[CH2:25][CH2:24]3)=[O:21])=[CH:15][CH:14]=2)[CH2:9]1)=O)(C)(C)C.Cl.[OH-].[Na+], predict the reaction product. The product is: [F:30][C:26]1([F:29])[CH2:25][CH2:24][CH:23]([O:22][C:20](=[O:21])[NH:19][C:16]2[CH:17]=[CH:18][C:13]([CH:10]3[CH2:11][CH2:12][NH:8][CH2:9]3)=[CH:14][CH:15]=2)[CH2:28][CH2:27]1. (3) Given the reactants O[CH2:2][CH2:3][N:4]([CH2:6][C:7]1[C:15]([OH:16])=[CH:14][CH:13]=[C:12]2[C:8]=1[CH:9]=[CH:10][NH:11]2)[CH3:5].N(C(N(C)C)=O)=NC(N(C)C)=O.C1(P(C2C=CC=CC=2)C2C=CC=CC=2)C=CC=CC=1, predict the reaction product. The product is: [CH3:5][N:4]1[CH2:6][C:7]2=[C:8]3[C:12](=[CH:13][CH:14]=[C:15]2[O:16][CH2:2][CH2:3]1)[NH:11][CH:10]=[CH:9]3.